This data is from Peptide-MHC class II binding affinity with 134,281 pairs from IEDB. The task is: Regression. Given a peptide amino acid sequence and an MHC pseudo amino acid sequence, predict their binding affinity value. This is MHC class II binding data. The peptide sequence is LLGQNTAAIAAIEAQ. The MHC is DRB4_0101 with pseudo-sequence DRB4_0103. The binding affinity (normalized) is 0.181.